Dataset: Forward reaction prediction with 1.9M reactions from USPTO patents (1976-2016). Task: Predict the product of the given reaction. Given the reactants [C:1]1([CH:9]=O)[CH:6]=[CH:5][C:4]([CH:7]=[O:8])=[CH:3][CH:2]=1.S(=O)(=O)(O)O.O.[CH3:17][C:18]1[N:23]=[C:22]([NH2:24])[N:21]=[C:20]([NH2:25])[N:19]=1, predict the reaction product. The product is: [NH2:25][C:20]1[N:21]=[C:22]([NH2:24])[N:23]=[C:18]([CH:17]=[CH:9][C:1]2[CH:2]=[CH:3][C:4]([CH:7]=[O:8])=[CH:5][CH:6]=2)[N:19]=1.